Dataset: Full USPTO retrosynthesis dataset with 1.9M reactions from patents (1976-2016). Task: Predict the reactants needed to synthesize the given product. Given the product [CH:1]1([S:4]([N:12]2[CH2:17][CH2:16][CH:15]([NH:18][C:19]([NH:21][C:22]3[CH:27]=[CH:26][C:25]([C:28]([F:29])([F:30])[F:31])=[CH:24][CH:23]=3)=[O:20])[CH2:14][CH2:13]2)(=[O:6])=[O:5])[CH2:3][CH2:2]1, predict the reactants needed to synthesize it. The reactants are: [CH:1]1([S:4](Cl)(=[O:6])=[O:5])[CH2:3][CH2:2]1.CS([N:12]1[CH2:17][CH2:16][CH:15]([NH:18][C:19]([NH:21][C:22]2[CH:27]=[CH:26][C:25]([C:28]([F:31])([F:30])[F:29])=[CH:24][CH:23]=2)=[O:20])[CH2:14][CH2:13]1)(=O)=O.